Regression. Given a peptide amino acid sequence and an MHC pseudo amino acid sequence, predict their binding affinity value. This is MHC class II binding data. From a dataset of Peptide-MHC class II binding affinity with 134,281 pairs from IEDB. (1) The peptide sequence is PFTIPSMHQVLDEAI. The MHC is DRB1_1302 with pseudo-sequence DRB1_1302. The binding affinity (normalized) is 0.439. (2) The peptide sequence is RNVFDEVIPTAFKIG. The MHC is DRB1_1501 with pseudo-sequence DRB1_1501. The binding affinity (normalized) is 0.0424. (3) The peptide sequence is AAATQGTTVYGAFAA. The MHC is HLA-DQA10102-DQB10602 with pseudo-sequence HLA-DQA10102-DQB10602. The binding affinity (normalized) is 0.809. (4) The peptide sequence is RNFQKVNPEGLIKEF. The MHC is DRB1_1101 with pseudo-sequence DRB1_1101. The binding affinity (normalized) is 0.276.